From a dataset of TCR-epitope binding with 47,182 pairs between 192 epitopes and 23,139 TCRs. Binary Classification. Given a T-cell receptor sequence (or CDR3 region) and an epitope sequence, predict whether binding occurs between them. (1) The epitope is FVDGVPFVV. The TCR CDR3 sequence is CASSLEQGHEQYF. Result: 1 (the TCR binds to the epitope). (2) The epitope is YVLDHLIVV. The TCR CDR3 sequence is CASSPDYSEQYF. Result: 0 (the TCR does not bind to the epitope). (3) The epitope is SSTFNVPMEKLK. The TCR CDR3 sequence is CASSKGEIGQPQHF. Result: 1 (the TCR binds to the epitope). (4) The epitope is YVLDHLIVV. The TCR CDR3 sequence is CASSLRTGEANYGYTF. Result: 0 (the TCR does not bind to the epitope). (5) The epitope is GLIYNRMGAVTTEV. The TCR CDR3 sequence is CASHREGNGYTF. Result: 1 (the TCR binds to the epitope). (6) The epitope is RLRAEAQVK. The TCR CDR3 sequence is CASTQGGGTGSFYEQYF. Result: 1 (the TCR binds to the epitope). (7) The epitope is FLNGSCGSV. The TCR CDR3 sequence is CASSEWTGGGQPQHF. Result: 1 (the TCR binds to the epitope). (8) The epitope is YLNTLTLAV. The TCR CDR3 sequence is CASSQVGSTDTQYF. Result: 1 (the TCR binds to the epitope).